Dataset: Full USPTO retrosynthesis dataset with 1.9M reactions from patents (1976-2016). Task: Predict the reactants needed to synthesize the given product. (1) The reactants are: [Br:1][C:2]1[C:3]([CH3:8])=[N:4][NH:5][C:6]=1[CH3:7].Br[CH2:10][C:11]([NH:13][CH:14]([CH3:16])[CH3:15])=[O:12].C([O-])([O-])=O.[K+].[K+]. Given the product [Br:1][C:2]1[C:3]([CH3:8])=[N:4][N:5]([CH2:10][C:11]([NH:13][CH:14]([CH3:16])[CH3:15])=[O:12])[C:6]=1[CH3:7], predict the reactants needed to synthesize it. (2) Given the product [CH:29]1([C:32]2([F:36])[CH2:35][N:34]([C:2]3[CH:7]=[C:6]([NH:8][C:9]4[CH:14]=[CH:13][CH:12]=[CH:11][N:10]=4)[N:5]=[C:4]([S:15][C:16]4[CH:21]=[CH:20][C:19]([NH:22][C:23]([CH:25]5[CH2:27][CH2:26]5)=[O:24])=[CH:18][CH:17]=4)[N:3]=3)[CH2:33]2)[CH2:31][CH2:30]1, predict the reactants needed to synthesize it. The reactants are: Cl[C:2]1[CH:7]=[C:6]([NH:8][C:9]2[CH:14]=[CH:13][CH:12]=[CH:11][N:10]=2)[N:5]=[C:4]([S:15][C:16]2[CH:21]=[CH:20][C:19]([NH:22][C:23]([CH:25]3[CH2:27][CH2:26]3)=[O:24])=[CH:18][CH:17]=2)[N:3]=1.Cl.[CH:29]1([C:32]2([F:36])[CH2:35][NH:34][CH2:33]2)[CH2:31][CH2:30]1.CCN(C(C)C)C(C)C.ClCCl. (3) Given the product [OH:29][C:26]1[CH:25]=[CH:24][C:23]([C@H:21]2[C@H:16]3[CH2:17][C@@H:18]([CH3:19])[CH2:20][C@H:15]3[C:6]3[CH:7]=[C:8]([OH:11])[CH:9]=[CH:10][C:5]=3[O:4]2)=[CH:28][CH:27]=1, predict the reactants needed to synthesize it. The reactants are: COC[O:4][C:5]1[CH:10]=[CH:9][C:8]([O:11]COC)=[CH:7][C:6]=1[C@@H:15]1[CH2:19][C@H:18]([CH3:20])[CH2:17][C@@H:16]1[C:21]([C:23]1[CH:28]=[CH:27][C:26]([O:29]COC)=[CH:25][CH:24]=1)=O.C1(C)C=CC(S(O)(=O)=O)=CC=1.C([BH3-])#N.[Na+].Cl. (4) The reactants are: C(O[C:6]([NH:8][C@H:9]([C:14]1[S:15][CH:16]=[C:17]([C:19]([O:21][CH2:22][CH3:23])=[O:20])[N:18]=1)CC(C)C)=[O:7])(C)(C)C.[C:24]([NH:34][C@H:35](C(O)=O)[CH2:36][CH:37]([CH3:39])[CH3:38])([O:26][CH2:27][C:28]1[CH:33]=[CH:32][CH:31]=[CH:30][CH:29]=1)=[O:25].C(N[C@H](C(N[C@H](C(O)=O)CC(C)C)=O)CC(C)C)(OCC1C=CC=CC=1)=O. Given the product [CH2:27]([O:26][C:24]([NH:34][C@@H:35]([CH2:36][CH:37]([CH3:39])[CH3:38])[C:6]([NH:8][CH2:9][C:14]1[S:15][CH:16]=[C:17]([C:19]([O:21][CH2:22][CH3:23])=[O:20])[N:18]=1)=[O:7])=[O:25])[C:28]1[CH:33]=[CH:32][CH:31]=[CH:30][CH:29]=1, predict the reactants needed to synthesize it. (5) Given the product [NH2:8][C:9]1[O:10][C:11]2[C:16]([CH:17]([C:21]3[CH:26]=[CH:25][CH:24]=[CH:23][CH:22]=3)[C:18]=1[C:19]#[N:20])=[CH:15][CH:14]=[CH:13][CH:12]=2, predict the reactants needed to synthesize it. The reactants are: C(ON=O)(C)(C)C.[NH2:8][C:9]1[O:10][C:11]2[C:16]([CH:17]([C:21]3[CH:26]=[CH:25][CH:24]=[CH:23][CH:22]=3)[C:18]=1[C:19]#[N:20])=[CH:15][CH:14]=[C:13](N)[CH:12]=2. (6) Given the product [CH3:11][O:8][C:6]1[CH2:7][C:2]([CH3:10])([CH3:1])[CH2:3][C:4](=[O:9])[CH:5]=1, predict the reactants needed to synthesize it. The reactants are: [CH3:1][C:2]1([CH3:10])[CH2:7][C:6](=[O:8])[CH2:5][C:4](=[O:9])[CH2:3]1.[C:11]([O-])(O)=O.[Na+].